This data is from Acute oral toxicity (LD50) regression data from Zhu et al.. The task is: Regression/Classification. Given a drug SMILES string, predict its toxicity properties. Task type varies by dataset: regression for continuous values (e.g., LD50, hERG inhibition percentage) or binary classification for toxic/non-toxic outcomes (e.g., AMES mutagenicity, cardiotoxicity, hepatotoxicity). Dataset: ld50_zhu. (1) The drug is C1CCC2CCCCC2C1. The rat oral LD50 is 1.52, given as -log10 of the dose in mol/kg body weight (higher means more acutely toxic). (2) The drug is COCCOC(N)=O. The rat oral LD50 is 1.03, given as -log10 of the dose in mol/kg body weight (higher means more acutely toxic). (3) The molecule is CCCCCCCCCc1ccc(C)cc1O. The rat oral LD50 is 1.77, given as -log10 of the dose in mol/kg body weight (higher means more acutely toxic). (4) The molecule is CCCC=O. The rat oral LD50 is 1.46, given as -log10 of the dose in mol/kg body weight (higher means more acutely toxic). (5) The molecule is CCNc1nc(NC(C)(C)C)nc(SC)n1. The rat oral LD50 is 2.07, given as -log10 of the dose in mol/kg body weight (higher means more acutely toxic). (6) The compound is Cc1cccc(Nc2cc(Cl)nc(SCC(=O)O)n2)c1C. The rat oral LD50 is 1.89, given as -log10 of the dose in mol/kg body weight (higher means more acutely toxic). (7) The drug is CCON=C(CC)C1=C(O)CC(c2c(C)cc(C)cc2C)CC1=O. The rat oral LD50 is 2.55, given as -log10 of the dose in mol/kg body weight (higher means more acutely toxic).